This data is from Reaction yield outcomes from USPTO patents with 853,638 reactions. The task is: Predict the reaction yield, written as a fraction of the theoretical maximum amount of product (1.0 means a 100% yield; for example, 0.34 means a 34% yield). (1) The reactants are [C:1]1(=[O:5])[CH2:4][CH2:3][CH2:2]1.[CH2:6]([Mg]Cl)[C:7]1[CH:12]=[CH:11][CH:10]=[CH:9][CH:8]=1. The catalyst is O1CCCC1.C(OCC)C. The product is [CH2:6]([C:1]1([OH:5])[CH2:4][CH2:3][CH2:2]1)[C:7]1[CH:12]=[CH:11][CH:10]=[CH:9][CH:8]=1. The yield is 0.940. (2) The reactants are Br.[NH2:2][C:3]1[N:4]=[C:5]([CH3:20])[C:6]2[CH:12]=[C:11](Br)[C:10](=[O:14])[N:9]([CH:15]3[CH2:19][CH2:18][O:17][CH2:16]3)[C:7]=2[N:8]=1.[NH:21]1[C:25](B(O)O)=[CH:24][CH:23]=[N:22]1.O1CCOCC1. The catalyst is O. The product is [NH2:2][C:3]1[N:4]=[C:5]([CH3:20])[C:6]2[CH:12]=[C:11]([C:23]3[NH:22][N:21]=[CH:25][CH:24]=3)[C:10](=[O:14])[N:9]([CH:15]3[CH2:19][CH2:18][O:17][CH2:16]3)[C:7]=2[N:8]=1. The yield is 0.360.